Predict the product of the given reaction. From a dataset of Forward reaction prediction with 1.9M reactions from USPTO patents (1976-2016). (1) Given the reactants [CH3:1][O:2][C:3]1[CH:4]=[C:5]([CH:9]=[CH:10][CH:11]=1)[CH2:6][CH2:7][OH:8].N1C=CC=CC=1.[Br:18]Br, predict the reaction product. The product is: [Br:18][C:9]1[CH:10]=[CH:11][C:3]([O:2][CH3:1])=[CH:4][C:5]=1[CH2:6][CH2:7][OH:8]. (2) Given the reactants [Cl:1][C:2]1[N:6]2[C:7](F)=[CH:8][CH:9]=[CH:10][C:5]2=[N:4][C:3]=1[CH2:12][N:13]([CH3:24])[C@@H:14]1[C:23]2[N:22]=[CH:21][CH:20]=[CH:19][C:18]=2[CH2:17][CH2:16][CH2:15]1.[CH3:25][N:26]1[CH2:31][CH2:30][NH:29][CH2:28][CH2:27]1, predict the reaction product. The product is: [Cl:1][C:2]1[N:6]2[C:7]([N:29]3[CH2:30][CH2:31][N:26]([CH3:25])[CH2:27][CH2:28]3)=[CH:8][CH:9]=[CH:10][C:5]2=[N:4][C:3]=1[CH2:12][N:13]([CH3:24])[C@@H:14]1[C:23]2[N:22]=[CH:21][CH:20]=[CH:19][C:18]=2[CH2:17][CH2:16][CH2:15]1.